From a dataset of Forward reaction prediction with 1.9M reactions from USPTO patents (1976-2016). Predict the product of the given reaction. (1) Given the reactants [C:1]([O:4][CH:5]([C:12]1[CH:17]=[CH:16][C:15]([NH:18][C:19]([CH:21]2[O:25][N:24]=[C:23]([C:26]3[CH:27]=[N:28][CH:29]=[CH:30][CH:31]=3)[CH2:22]2)=[O:20])=[CH:14][CH:13]=1)[C:6]1[CH:11]=[CH:10][CH:9]=[CH:8][CH:7]=1)(=[O:3])[CH3:2], predict the reaction product. The product is: [C:1]([O:4][C@H:5]([C:12]1[CH:13]=[CH:14][C:15]([NH:18][C:19]([CH:21]2[O:25][N:24]=[C:23]([C:26]3[CH:27]=[N:28][CH:29]=[CH:30][CH:31]=3)[CH2:22]2)=[O:20])=[CH:16][CH:17]=1)[C:6]1[CH:7]=[CH:8][CH:9]=[CH:10][CH:11]=1)(=[O:3])[CH3:2]. (2) Given the reactants Cl[C:2]1[CH:11]=[CH:10][C:9]2[CH2:8][N:7]([CH2:12][C:13]([N:15]3[CH2:20][CH2:19][N:18]([CH:21]4[CH2:24][CH2:23][CH2:22]4)[CH2:17][CH2:16]3)=[O:14])[CH2:6][CH2:5][C:4]=2[N:3]=1.C([Sn](CCCC)(CCCC)[C:30]1[N:31]=[N:32][CH:33]=[CH:34][CH:35]=1)CCC, predict the reaction product. The product is: [CH:21]1([N:18]2[CH2:19][CH2:20][N:15]([C:13](=[O:14])[CH2:12][N:7]3[CH2:6][CH2:5][C:4]4[N:3]=[C:2]([C:30]5[N:31]=[N:32][CH:33]=[CH:34][CH:35]=5)[CH:11]=[CH:10][C:9]=4[CH2:8]3)[CH2:16][CH2:17]2)[CH2:24][CH2:23][CH2:22]1.